From a dataset of Full USPTO retrosynthesis dataset with 1.9M reactions from patents (1976-2016). Predict the reactants needed to synthesize the given product. (1) Given the product [CH:22]1([C@@H:25]([C:31]2[CH:36]=[CH:35][CH:34]=[C:33]([O:37][CH2:2][C:3]3[CH:8]=[N:7][C:6]([C:9]4[C:14]([F:15])=[CH:13][N:12]=[C:11]([O:16][CH3:17])[CH:10]=4)=[C:5]([CH2:18][CH:19]([CH3:21])[CH3:20])[N:4]=3)[CH:32]=2)[CH2:26][C:27]([O:29][CH3:30])=[O:28])[CH2:23][CH2:24]1, predict the reactants needed to synthesize it. The reactants are: Cl[CH2:2][C:3]1[N:4]=[C:5]([CH2:18][CH:19]([CH3:21])[CH3:20])[C:6]([C:9]2[C:14]([F:15])=[CH:13][N:12]=[C:11]([O:16][CH3:17])[CH:10]=2)=[N:7][CH:8]=1.[CH:22]1([C@@H:25]([C:31]2[CH:36]=[CH:35][CH:34]=[C:33]([OH:37])[CH:32]=2)[CH2:26][C:27]([O:29][CH3:30])=[O:28])[CH2:24][CH2:23]1.C([O-])([O-])=O.[K+].[K+]. (2) Given the product [CH3:32][C:33]1[C:2]2[CH:24]=[CH:23][C:22]([OH:21])=[CH:29][C:1]=2[O:3][C:4](=[O:20])[C:5]=1[S:6]([NH:7][C:8]1[CH:13]=[CH:12][CH:11]=[C:10]([NH:14][C:15](=[O:17])[CH3:16])[CH:9]=1)(=[O:19])=[O:18], predict the reactants needed to synthesize it. The reactants are: [CH2:1]([O:3][C:4](=[O:20])[CH2:5][S:6](=[O:19])(=[O:18])[NH:7][C:8]1[CH:13]=[CH:12][CH:11]=[C:10]([NH:14][C:15](=[O:17])[CH3:16])[CH:9]=1)[CH3:2].[OH:21][C:22]1[CH:29]=C(O)C=C[C:23]=1[CH:24]=O.N1CCC[CH2:33][CH2:32]1.